Dataset: Full USPTO retrosynthesis dataset with 1.9M reactions from patents (1976-2016). Task: Predict the reactants needed to synthesize the given product. (1) Given the product [CH3:1][O:2][C:3]1[N:11]=[CH:10][CH:9]=[CH:8][C:4]=1[C:5]([Cl:15])=[O:6], predict the reactants needed to synthesize it. The reactants are: [CH3:1][O:2][C:3]1[N:11]=[CH:10][CH:9]=[CH:8][C:4]=1[C:5](O)=[O:6].C(Cl)(=O)C([Cl:15])=O. (2) The reactants are: Cl[C:2]1[N:3]=[N:4][CH:5]=[C:6]([O:8][C@H:9]([C:14]2[CH:19]=[CH:18][C:17]([Cl:20])=[CH:16][C:15]=2[N:21]2[CH:25]=[CH:24][C:23]([CH3:26])=[N:22]2)[C:10]([F:13])([F:12])[F:11])[CH:7]=1.ClC1C=C(O[C@H](C2C=CC(Cl)=CC=2N2C=CC(C)=N2)C(F)(F)F)N=NC=1.[CH2:53]1[C:57]2([CH2:62][CH2:61][NH:60][CH2:59][CH2:58]2)[CH2:56][CH:55]([C:63]([O:65][CH2:66][CH3:67])=[O:64])[N:54]1[C:68]([O:70][CH2:71][C:72]1[CH:77]=[CH:76][CH:75]=[CH:74][CH:73]=1)=[O:69].C([O-])([O-])=O.[Cs+].[Cs+].C1C=CC(P(C2C(C3C(P(C4C=CC=CC=4)C4C=CC=CC=4)=CC=C4C=3C=CC=C4)=C3C(C=CC=C3)=CC=2)C2C=CC=CC=2)=CC=1. Given the product [Cl:20][C:17]1[CH:18]=[CH:19][C:14]([C@@H:9]([O:8][C:6]2[CH:7]=[C:2]([N:60]3[CH2:59][CH2:58][C:57]4([CH2:53][N:54]([C:68]([O:70][CH2:71][C:72]5[CH:73]=[CH:74][CH:75]=[CH:76][CH:77]=5)=[O:69])[C@H:55]([C:63]([O:65][CH2:66][CH3:67])=[O:64])[CH2:56]4)[CH2:62][CH2:61]3)[N:3]=[N:4][CH:5]=2)[C:10]([F:12])([F:11])[F:13])=[C:15]([N:21]2[CH:25]=[CH:24][C:23]([CH3:26])=[N:22]2)[CH:16]=1, predict the reactants needed to synthesize it. (3) Given the product [CH2:1]([O:3][C:4](=[O:23])[C@@H:5]([O:21][CH3:22])[CH2:6][C:7]1[CH:12]=[CH:11][C:10]([C:27]#[C:26][CH2:25][CH2:24][O:28][C:29]2[CH:34]=[CH:33][C:32]([C:35]3[CH:40]=[CH:39][CH:38]=[CH:37][CH:36]=3)=[CH:31][CH:30]=2)=[CH:9][CH:8]=1)[CH3:2], predict the reactants needed to synthesize it. The reactants are: [CH2:1]([O:3][C:4](=[O:23])[C@@H:5]([O:21][CH3:22])[CH2:6][C:7]1[CH:12]=[CH:11][C:10](OS(C(F)(F)F)(=O)=O)=[CH:9][CH:8]=1)[CH3:2].[CH2:24]([O:28][C:29]1[CH:34]=[CH:33][C:32]([C:35]2[CH:40]=[CH:39][CH:38]=[CH:37][CH:36]=2)=[CH:31][CH:30]=1)[CH2:25][C:26]#[CH:27].C1(P(C2C=CC=CC=2)C2C=CC=CC=2)C=CC=CC=1.[I-].